From a dataset of Catalyst prediction with 721,799 reactions and 888 catalyst types from USPTO. Predict which catalyst facilitates the given reaction. Reactant: [F:1][C:2]([F:13])([F:12])[O:3][C:4]1[CH:11]=[CH:10][CH:9]=[CH:8][C:5]=1[CH:6]=O.[CH3:14][N:15]([C@@H:28]1[CH2:32][CH2:31][NH:30][CH2:29]1)[C:16]1[C:21]([C:22]([O:24][CH:25]([CH3:27])[CH3:26])=[O:23])=[CH:20][CH:19]=[CH:18][N:17]=1.C(O)(=O)C. Product: [CH3:14][N:15]([C@@H:28]1[CH2:32][CH2:31][N:30]([CH2:6][C:5]2[CH:8]=[CH:9][CH:10]=[CH:11][C:4]=2[O:3][C:2]([F:13])([F:12])[F:1])[CH2:29]1)[C:16]1[C:21]([C:22]([O:24][CH:25]([CH3:27])[CH3:26])=[O:23])=[CH:20][CH:19]=[CH:18][N:17]=1. The catalyst class is: 16.